Task: Predict the product of the given reaction.. Dataset: Forward reaction prediction with 1.9M reactions from USPTO patents (1976-2016) (1) Given the reactants [CH3:1][C:2]1[C:3]([C:11]2[S:15][C:14]([C:16]([OH:18])=O)=[CH:13][CH:12]=2)=[N:4][O:5][C:6]=1[C:7]([F:10])([F:9])[F:8].C([N:26]1[CH2:31][CH2:30][CH2:29][C@H:28]([NH2:32])[CH2:27]1)(OC(C)(C)C)=O.[ClH:33], predict the reaction product. The product is: [ClH:33].[NH2:32][C@H:28]1[CH2:29][CH2:30][CH2:31][N:26]([C:16]([C:14]2[S:15][C:11]([C:3]3[C:2]([CH3:1])=[C:6]([C:7]([F:8])([F:9])[F:10])[O:5][N:4]=3)=[CH:12][CH:13]=2)=[O:18])[CH2:27]1. (2) The product is: [CH3:1][CH:2]1[CH:7]([N:8]2[CH2:12][CH2:11][O:10][C:9]2=[O:13])[CH2:6][CH2:5][NH:4][CH2:3]1. Given the reactants [CH3:1][CH:2]1[CH:7]([N:8]2[CH2:12][CH2:11][O:10][C:9]2=[O:13])[CH2:6][CH2:5][N:4](C(OC(C)(C)C)=O)[CH2:3]1.C(O)(C(F)(F)F)=O, predict the reaction product. (3) Given the reactants [OH:1][C:2]1[CH:24]=[CH:23][C:5]([O:6][C:7]2[C:8]([CH3:22])=[CH:9][C:10]([NH:16][C:17](=[O:21])[C:18]([OH:20])=[O:19])=[C:11]3[C:15]=2[CH2:14][CH2:13][CH2:12]3)=[CH:4][C:3]=1[CH:25]([CH3:27])[CH3:26].[OH-].[Na+:29], predict the reaction product. The product is: [OH:1][C:2]1[CH:24]=[CH:23][C:5]([O:6][C:7]2[C:8]([CH3:22])=[CH:9][C:10]([NH:16][C:17](=[O:21])[C:18]([O-:20])=[O:19])=[C:11]3[C:15]=2[CH2:14][CH2:13][CH2:12]3)=[CH:4][C:3]=1[CH:25]([CH3:27])[CH3:26].[Na+:29]. (4) Given the reactants [Cl:1][C:2]1[CH:3]=[C:4]2[C:9](=[CH:10][CH:11]=1)[C:8]([CH3:13])([CH3:12])[C:7](=[O:14])[C:6]([C:15](OCC)=[O:16])=[C:5]2[OH:20].Cl.[CH3:22][O:23][C:24](=[O:28])[C@@H:25]([CH3:27])[NH2:26].C(N(C(C)C)C(C)C)C, predict the reaction product. The product is: [Cl:1][C:2]1[CH:3]=[C:4]2[C:9](=[CH:10][CH:11]=1)[C:8]([CH3:12])([CH3:13])[C:7](=[O:14])[C:6]([C:15]([NH:26][C@@H:25]([C:24]([O:23][CH3:22])=[O:28])[CH3:27])=[O:16])=[C:5]2[OH:20]. (5) Given the reactants [Cl:1][C:2]1[CH:7]=[CH:6][C:5]([N:8]2[CH:12]=[CH:11][C:10]([C:13]([F:16])([F:15])[F:14])=[C:9]2[C:17](OC)=[O:18])=[CH:4][CH:3]=1.[Cl:21][C:22]1[CH:27]=[CH:26][C:25]([N:28]2[CH:32]=[CH:31][C:30]([C:33]([F:39])([F:38])[C:34]([F:37])([F:36])[F:35])=[C:29]2[C:40](OC)=[O:41])=[CH:24][CH:23]=1.[H-].[H-].[H-].[H-].[Li+].[Al+3], predict the reaction product. The product is: [Cl:1][C:2]1[CH:3]=[CH:4][C:5]([N:8]2[CH:12]=[CH:11][C:10]([C:13]([F:14])([F:15])[F:16])=[C:9]2[CH2:17][OH:18])=[CH:6][CH:7]=1.[Cl:21][C:22]1[CH:23]=[CH:24][C:25]([N:28]2[CH:32]=[CH:31][C:30]([C:33]([F:38])([F:39])[C:34]([F:36])([F:37])[F:35])=[C:29]2[CH2:40][OH:41])=[CH:26][CH:27]=1. (6) Given the reactants [Li+].CC([N-]C(C)C)C.[CH:9]([C:11]1[CH:12]=[C:13]2[C:18](=[CH:19][CH:20]=1)/[C:17](=[N:21]/[OH:22])/[CH2:16][CH2:15][CH2:14]2)=[CH2:10].[CH2:23]([C:27]1[CH:36]=[CH:35][C:30]([C:31](OC)=O)=[CH:29][C:28]=1[C:37]([F:40])([F:39])[F:38])[CH:24]([CH3:26])[CH3:25].S(Cl)(Cl)=O, predict the reaction product. The product is: [CH2:23]([C:27]1[CH:36]=[CH:35][C:30]([C:31]2[O:22][N:21]=[C:17]3[C:18]4[C:13]([CH2:14][CH2:15][C:16]=23)=[CH:12][C:11]([CH:9]=[CH2:10])=[CH:20][CH:19]=4)=[CH:29][C:28]=1[C:37]([F:38])([F:39])[F:40])[CH:24]([CH3:26])[CH3:25]. (7) Given the reactants O1[C:5]2[CH:6]=[C:7]([NH:10][C:11]3[C:12]4[N:13]([CH:18]=[CH:19][N:20]=4)[CH:14]=[C:15](Br)[N:16]=3)[CH:8]=[CH:9][C:4]=2N=C1.S(O)(O)(=O)=O.[NH2:26][C:27]1[CH:28]=[C:29](B(O)O)[CH:30]=[CH:31][CH:32]=1.[NH2:36][C:37]1C=C(B(O)O)C=CC=1.C([O-])([O-])=[O:47].[Na+].[Na+], predict the reaction product. The product is: [NH2:26][C:27]1[CH:28]=[C:29]([C:15]2[N:16]=[C:11]([NH:10][C:7]3[CH:8]=[CH:9][C:4]4[O:47][CH:37]=[N:36][C:5]=4[CH:6]=3)[C:12]3[N:13]([CH:18]=[CH:19][N:20]=3)[CH:14]=2)[CH:30]=[CH:31][CH:32]=1. (8) Given the reactants [H-].[Na+].[NH2:3][C:4]1[N:5]=[C:6]([C:24]2[CH:29]=[CH:28][CH:27]=[CH:26][CH:25]=2)[C:7]([C:14]2[CH:15]=[CH:16][C:17](=[O:23])[N:18]([CH:20]([CH3:22])[CH3:21])[N:19]=2)=[N:8][C:9]=1S(C)(=O)=O.Cl.[CH3:31][CH:32]([OH:34])[CH3:33], predict the reaction product. The product is: [NH2:3][C:4]1[N:5]=[C:6]([C:24]2[CH:29]=[CH:28][CH:27]=[CH:26][CH:25]=2)[C:7]([C:14]2[CH:15]=[CH:16][C:17](=[O:23])[N:18]([CH:20]([CH3:22])[CH3:21])[N:19]=2)=[N:8][C:9]=1[O:34][CH:32]([CH3:33])[CH3:31].